From a dataset of Catalyst prediction with 721,799 reactions and 888 catalyst types from USPTO. Predict which catalyst facilitates the given reaction. Reactant: [CH3:1][O:2][C@@H:3]([C@@H:21]1[CH2:25][CH2:24][CH2:23][N:22]1[C:26](=[O:45])[CH2:27][C@@H:28]([O:43][CH3:44])[C@@H:29]([N:34]([CH3:42])[C:35](=[O:41])[C@H:36]([CH:38]([CH3:40])[CH3:39])[NH2:37])[C@@H:30]([CH3:33])[CH2:31][CH3:32])[C@@H:4]([CH3:20])[C:5]([NH:7][C@H:8]([C:16]([O:18][CH3:19])=[O:17])[CH2:9][C:10]1[CH:15]=[CH:14][CH:13]=[CH:12][CH:11]=1)=[O:6].C(OC([N:53]1[CH2:60][CH2:59][CH2:58][C@:54]1([CH3:61])[C:55](O)=[O:56])=O)(C)(C)C.CN(C(ON1N=NC2C=CC=NC1=2)=[N+](C)C)C.F[P-](F)(F)(F)(F)F.CCN(C(C)C)C(C)C.[C:95]([OH:101])([C:97]([F:100])([F:99])[F:98])=[O:96]. Product: [F:98][C:97]([F:100])([F:99])[C:95]([OH:101])=[O:96].[CH3:61][C@:54]1([C:55]([NH:37][C@H:36]([C:35]([N:34]([C@@H:29]([C@@H:30]([CH3:33])[CH2:31][CH3:32])[C@H:28]([O:43][CH3:44])[CH2:27][C:26]([N:22]2[CH2:23][CH2:24][CH2:25][C@H:21]2[C@H:3]([O:2][CH3:1])[C@@H:4]([CH3:20])[C:5]([NH:7][C@@H:8]([CH2:9][C:10]2[CH:11]=[CH:12][CH:13]=[CH:14][CH:15]=2)[C:16]([O:18][CH3:19])=[O:17])=[O:6])=[O:45])[CH3:42])=[O:41])[CH:38]([CH3:39])[CH3:40])=[O:56])[CH2:58][CH2:59][CH2:60][NH:53]1. The catalyst class is: 4.